Predict the reaction yield, written as a fraction of the theoretical maximum amount of product (1.0 means a 100% yield; for example, 0.34 means a 34% yield). From a dataset of Reaction yield outcomes from USPTO patents with 853,638 reactions. (1) The reactants are CS(C)=O.Cl[C:6]1[N:7]([CH2:28][CH:29]2[CH2:31][CH2:30]2)[C:8]2[C:13]([N:14]=1)=[C:12]([N:15]1[CH2:20][CH2:19][O:18][CH2:17][CH2:16]1)[N:11]=[C:10]([C:21]1[CH:22]=[N:23][C:24]([NH2:27])=[N:25][CH:26]=1)[N:9]=2.[NH:32]1[CH2:37][CH2:36][O:35][CH2:34][CH2:33]1. The catalyst is ClCCl.CO. The product is [CH:29]1([CH2:28][N:7]2[C:6]([N:32]3[CH2:37][CH2:36][O:35][CH2:34][CH2:33]3)=[N:14][C:13]3[C:8]2=[N:9][C:10]([C:21]2[CH:22]=[N:23][C:24]([NH2:27])=[N:25][CH:26]=2)=[N:11][C:12]=3[N:15]2[CH2:20][CH2:19][O:18][CH2:17][CH2:16]2)[CH2:31][CH2:30]1. The yield is 1.00. (2) The reactants are Br[C:2]1[C:12]2[O:11][CH2:10][CH2:9][N:8]([C:13]([O:15][C:16]([CH3:19])([CH3:18])[CH3:17])=[O:14])[CH2:7][C:6]=2[CH:5]=[CH:4][CH:3]=1.[F:20][C:21]([F:32])([F:31])[C:22]1[CH:23]=[C:24](B(O)O)[CH:25]=[CH:26][CH:27]=1.O. The catalyst is C(O)C.C(=O)([O-])[O-].[Na+].[Na+].C1(C)C=CC=CC=1.C1C=CC([P]([Pd]([P](C2C=CC=CC=2)(C2C=CC=CC=2)C2C=CC=CC=2)([P](C2C=CC=CC=2)(C2C=CC=CC=2)C2C=CC=CC=2)[P](C2C=CC=CC=2)(C2C=CC=CC=2)C2C=CC=CC=2)(C2C=CC=CC=2)C2C=CC=CC=2)=CC=1. The product is [F:20][C:21]([F:32])([F:31])[C:22]1[CH:27]=[C:26]([C:2]2[C:12]3[O:11][CH2:10][CH2:9][N:8]([C:13]([O:15][C:16]([CH3:19])([CH3:18])[CH3:17])=[O:14])[CH2:7][C:6]=3[CH:5]=[CH:4][CH:3]=2)[CH:25]=[CH:24][CH:23]=1. The yield is 0.882. (3) The reactants are [C:1]1([OH:12])[C:10]2[CH:9]=[CH:8][CH:7]=[C:6]([OH:11])[C:5]=2[CH:4]=[CH:3][CH:2]=1.C(N(CC)CC)C.[F:20][C:21]([F:34])([F:33])[S:22](O[S:22]([C:21]([F:34])([F:33])[F:20])(=[O:24])=[O:23])(=[O:24])=[O:23]. The catalyst is ClCCl.C(OCC)(=O)C. The product is [F:20][C:21]([F:34])([F:33])[S:22]([O:12][C:1]1[CH:2]=[CH:3][CH:4]=[C:5]2[C:10]=1[CH:9]=[CH:8][CH:7]=[C:6]2[O:11][S:22]([C:21]([F:20])([F:33])[F:34])(=[O:23])=[O:24])(=[O:24])=[O:23]. The yield is 0.480. (4) The reactants are [Si:1]([O:8][CH2:9][CH2:10][C:11](=[CH2:22])[CH2:12][O:13]C(=O)C1C=CC=CC=1)([C:4]([CH3:7])([CH3:6])[CH3:5])([CH3:3])[CH3:2].[Si](OCC(=C)CCOC(=O)C1C=CC=CC=1)(C(C)(C)C)(C)C.[OH-].[Na+]. The catalyst is CO.C(OCC)(=O)C.C([O-])(O)=O.[Na+]. The product is [Si:1]([O:8][CH2:9][CH2:10][C:11](=[CH2:22])[CH2:12][OH:13])([C:4]([CH3:7])([CH3:6])[CH3:5])([CH3:2])[CH3:3]. The yield is 0.580. (5) The yield is 0.430. The product is [Br:1][C:2]1[CH:3]=[CH:4][C:5]2[C:13](=[O:14])[C:12](=[O:15])[C:11]3[N:10]([CH2:24][C:25]([O:27][C:28]([CH3:31])([CH3:30])[CH3:29])=[O:26])[C:9]([CH3:16])=[C:8]([C:17]([O:19][CH2:20][CH3:21])=[O:18])[C:7]=3[C:6]=2[CH:22]=1. The catalyst is CN(C=O)C. The reactants are [Br:1][C:2]1[CH:3]=[CH:4][C:5]2[C:13](=[O:14])[C:12](=[O:15])[C:11]3[NH:10][C:9]([CH3:16])=[C:8]([C:17]([O:19][CH2:20][CH3:21])=[O:18])[C:7]=3[C:6]=2[CH:22]=1.Br[CH2:24][C:25]([O:27][C:28]([CH3:31])([CH3:30])[CH3:29])=[O:26].C([O-])([O-])=O.[K+].[K+]. (6) The reactants are [CH3:1][O:2][C:3]1[CH:4]=[C:5]([NH2:15])[CH:6]=[CH:7][C:8]=1[N:9]1[CH:13]=[C:12]([CH3:14])[N:11]=[CH:10]1.Cl[C:17]1[N:22]=[C:21]([O:23][CH3:24])[CH:20]=[C:19]([O:25][CH3:26])[N:18]=1.C(=O)([O-])[O-].[K+].[K+]. No catalyst specified. The product is [CH3:26][O:25][C:19]1[CH:20]=[C:21]([O:23][CH3:24])[N:22]=[C:17]([NH:15][C:5]2[CH:6]=[CH:7][C:8]([N:9]3[CH:13]=[C:12]([CH3:14])[N:11]=[CH:10]3)=[C:3]([O:2][CH3:1])[CH:4]=2)[N:18]=1. The yield is 0.520. (7) The reactants are N[C:2]1[CH:3]=[C:4]([CH:10]=C[C:12]=1[NH:13][CH:14]1[CH2:21][CH2:20][CH2:19][CH2:18][CH2:17][CH2:16][CH2:15]1)[C:5]([O:7][CH2:8][CH3:9])=[O:6].CI.C(=O)([O-])[O-].[K+].[K+].[CH3:30][N:31]([CH:33]=O)[CH3:32]. The catalyst is O. The product is [CH:14]1([NH:13][C:12]2[CH:2]=[CH:3][C:4]([C:5]([O:7][CH2:8][CH3:9])=[O:6])=[CH:10][C:33]=2[N:31]([CH3:30])[CH3:32])[CH2:21][CH2:20][CH2:19][CH2:18][CH2:17][CH2:16][CH2:15]1. The yield is 0.850. (8) The reactants are OCC1C(N2CCN3C4CCCCC=4C=C3C2=O)=NC=CC=1C1C=C(NC2C=C3CN(C)CCN3N=2)C(=O)N(C)C=1.C([O:45][CH2:46][C:47]1[C:48]([N:80]2[CH2:92][CH2:91][N:83]3[C:84]4[CH2:85][CH2:86][CH2:87][CH2:88][C:89]=4[CH:90]=[C:82]3[C:81]2=[O:93])=[N:49][CH:50]=[CH:51][C:52]=1[C:53]1[CH:58]=[C:57]([NH:59][C:60]2[CH:65]=[CH:64][C:63]([N:66]3[CH2:71][C@@H:70]([CH3:72])[N:69]([CH:73]4[CH2:76][O:75][CH2:74]4)[CH2:68][C@@H:67]3[CH3:77])=[CH:62][N:61]=2)[C:56](=[O:78])[N:55]([CH3:79])[CH:54]=1)(=O)C.[OH-].[Li+]. No catalyst specified. The product is [CH3:77][C@H:67]1[CH2:68][N:69]([CH:73]2[CH2:76][O:75][CH2:74]2)[C@H:70]([CH3:72])[CH2:71][N:66]1[C:63]1[CH:64]=[CH:65][C:60]([NH:59][C:57]2[C:56](=[O:78])[N:55]([CH3:79])[CH:54]=[C:53]([C:52]3[CH:51]=[CH:50][N:49]=[C:48]([N:80]4[CH2:92][CH2:91][N:83]5[C:84]6[CH2:85][CH2:86][CH2:87][CH2:88][C:89]=6[CH:90]=[C:82]5[C:81]4=[O:93])[C:47]=3[CH2:46][OH:45])[CH:58]=2)=[N:61][CH:62]=1. The yield is 0.200. (9) The reactants are [CH3:1][N:2]1[CH2:7][CH2:6][N:5]([CH3:8])[CH:4]([C:9]2[CH:14]=[CH:13][C:12]([N+:15]([O-])=O)=[CH:11][CH:10]=2)[C:3]1=[O:18]. The catalyst is [Pd].C(O)C. The product is [NH2:15][C:12]1[CH:11]=[CH:10][C:9]([CH:4]2[N:5]([CH3:8])[CH2:6][CH2:7][N:2]([CH3:1])[C:3]2=[O:18])=[CH:14][CH:13]=1. The yield is 0.940. (10) The reactants are C(N(CC)CC)C.[N:8]1([CH2:14][CH2:15][CH2:16][NH2:17])[CH2:13][CH2:12][CH2:11][CH2:10][CH2:9]1.[Cl-].[CH3:19][O:20][C:21](=[O:31])[C:22]1[CH:30]=[CH:29][C:25]([C:26](O)=[O:27])=[CH:24][CH:23]=1. The catalyst is C(Cl)Cl. The product is [CH3:19][O:20][C:21](=[O:31])[C:22]1[CH:30]=[CH:29][C:25]([C:26]([NH:17][CH2:16][CH2:15][CH2:14][N:8]2[CH2:13][CH2:12][CH2:11][CH2:10][CH2:9]2)=[O:27])=[CH:24][CH:23]=1. The yield is 0.780.